This data is from Full USPTO retrosynthesis dataset with 1.9M reactions from patents (1976-2016). The task is: Predict the reactants needed to synthesize the given product. (1) The reactants are: [CH3:1][O:2][C:3]1[CH:18]=[CH:17][C:6]([CH2:7][N:8]2[CH2:14][CH2:13][CH2:12][O:11][CH:10]([CH3:15])[C:9]2=O)=[CH:5][CH:4]=1.CO.[OH-].[Na+]. Given the product [CH3:1][O:2][C:3]1[CH:4]=[CH:5][C:6]([CH2:7][N:8]2[CH2:14][CH2:13][CH2:12][O:11][CH:10]([CH3:15])[CH2:9]2)=[CH:17][CH:18]=1, predict the reactants needed to synthesize it. (2) The reactants are: [CH:1]([C@:4]1([C:10]([N:12]2[CH2:17][CH2:16][N:15]([C:18]3[CH:23]=[C:22]([C:24]([F:27])([F:26])[F:25])[CH:21]=[C:20]([CH3:28])[N:19]=3)[CH2:14][CH2:13]2)=[O:11])[CH2:8][CH2:7][C@@H:6]([NH2:9])[CH2:5]1)([CH3:3])[CH3:2].[CH3:29][CH:30]1[C:35](=O)[CH2:34][CH2:33][O:32][CH2:31]1.C(N(CC)CC)C.C(O[BH-](OC(=O)C)OC(=O)C)(=O)C.[Na+]. Given the product [CH:1]([C@:4]1([C:10]([N:12]2[CH2:13][CH2:14][N:15]([C:18]3[CH:23]=[C:22]([C:24]([F:27])([F:25])[F:26])[CH:21]=[C:20]([CH3:28])[N:19]=3)[CH2:16][CH2:17]2)=[O:11])[CH2:8][CH2:7][C@@H:6]([NH:9][CH:35]2[CH2:34][CH2:33][O:32][CH2:31][CH:30]2[CH3:29])[CH2:5]1)([CH3:3])[CH3:2], predict the reactants needed to synthesize it.